This data is from Forward reaction prediction with 1.9M reactions from USPTO patents (1976-2016). The task is: Predict the product of the given reaction. Given the reactants [Cl:1][C:2]1[C:11]2[C:6](=[CH:7][CH:8]=[C:9]([CH:12]([C:14]3[N:18]([CH3:19])[C:17]([CH3:20])=[N:16][CH:15]=3)[OH:13])[CH:10]=2)[N:5]=[C:4]([O:21][CH3:22])[C:3]=1[CH2:23][CH:24]([CH3:26])[CH3:25], predict the reaction product. The product is: [Cl:1][C:2]1[C:11]2[C:6](=[CH:7][CH:8]=[C:9]([C:12]([C:14]3[N:18]([CH3:19])[C:17]([CH3:20])=[N:16][CH:15]=3)=[O:13])[CH:10]=2)[N:5]=[C:4]([O:21][CH3:22])[C:3]=1[CH2:23][CH:24]([CH3:26])[CH3:25].